From a dataset of Catalyst prediction with 721,799 reactions and 888 catalyst types from USPTO. Predict which catalyst facilitates the given reaction. (1) Reactant: Br[C:2]1[N:7]=[CH:6][C:5]([CH:8]([NH:15][C:16](=[O:22])[O:17][C:18]([CH3:21])([CH3:20])[CH3:19])[C:9]2[CH:14]=[CH:13][CH:12]=[CH:11][CH:10]=2)=[CH:4][CH:3]=1.[P:23]([O-:30])([O:27][CH2:28][CH3:29])[O:24][CH2:25][CH3:26].CCN(CC)CC. Product: [C:18]([O:17][C:16]([NH:15][CH:8]([C:9]1[CH:14]=[CH:13][CH:12]=[CH:11][CH:10]=1)[C:5]1[CH:4]=[CH:3][C:2]([P:23](=[O:30])([O:27][CH2:28][CH3:29])[O:24][CH2:25][CH3:26])=[N:7][CH:6]=1)=[O:22])([CH3:21])([CH3:20])[CH3:19]. The catalyst class is: 450. (2) Reactant: [OH:1][C:2]1[CH:10]=[CH:9][C:5]([C:6]([OH:8])=[O:7])=[CH:4][C:3]=1[N+:11]([O-:13])=[O:12].[CH3:14]O. Product: [OH:1][C:2]1[CH:10]=[CH:9][C:5]([C:6]([O:8][CH3:14])=[O:7])=[CH:4][C:3]=1[N+:11]([O-:13])=[O:12]. The catalyst class is: 65. (3) Reactant: [CH2:1]([C:3]([C:25]1[CH:38]=[CH:37][C:28]([O:29][CH2:30][C@H:31]2[O:35][C:34](=[O:36])[CH2:33][CH2:32]2)=[C:27]([CH3:39])[CH:26]=1)([C:6]1[CH:11]=[CH:10][C:9]([C:12]#[C:13][C:14]([OH:23])([C:19]([F:22])([F:21])[F:20])[C:15]([F:18])([F:17])[F:16])=[C:8]([CH3:24])[CH:7]=1)[CH2:4][CH3:5])[CH3:2].C([OH:42])C. Product: [CH2:1]([C:3]([C:25]1[CH:38]=[CH:37][C:28]([O:29][CH2:30][C@@H:31]([OH:42])[CH2:32][CH2:33][C:34]([OH:35])=[O:36])=[C:27]([CH3:39])[CH:26]=1)([C:6]1[CH:11]=[CH:10][C:9]([C:12]#[C:13][C:14]([OH:23])([C:15]([F:18])([F:16])[F:17])[C:19]([F:20])([F:22])[F:21])=[C:8]([CH3:24])[CH:7]=1)[CH2:4][CH3:5])[CH3:2]. The catalyst class is: 500.